Dataset: Full USPTO retrosynthesis dataset with 1.9M reactions from patents (1976-2016). Task: Predict the reactants needed to synthesize the given product. (1) Given the product [F:27][C:24]1[CH:25]=[CH:26][C:21]([CH2:20][CH:17]2[CH2:18][CH2:19][N:14]([C:12](=[O:13])[CH2:11][NH:7][C:6]3[CH:8]=[CH:9][C:3]([O:2][CH3:1])=[CH:4][CH:5]=3)[CH2:15][CH2:16]2)=[CH:22][CH:23]=1, predict the reactants needed to synthesize it. The reactants are: [CH3:1][O:2][C:3]1[CH:9]=[CH:8][C:6]([NH2:7])=[CH:5][CH:4]=1.Cl[CH2:11][C:12]([N:14]1[CH2:19][CH2:18][CH:17]([CH2:20][C:21]2[CH:26]=[CH:25][C:24]([F:27])=[CH:23][CH:22]=2)[CH2:16][CH2:15]1)=[O:13].C(OC(C)C)(C)C. (2) Given the product [OH:8][NH:9][C:10](=[O:19])[CH2:11][CH2:12][C:13]1[CH:18]=[CH:17][CH:16]=[CH:15][CH:14]=1, predict the reactants needed to synthesize it. The reactants are: C(OC([O:8][NH:9][C:10](=[O:19])[CH2:11][CH2:12][C:13]1[CH:18]=[CH:17][CH:16]=[CH:15][CH:14]=1)C)C(C)C.CO.Cl. (3) Given the product [Si:33]([O:40][C@@H:41]([CH2:42][C:43](=[O:44])[C:12]#[C:11][C@H:10]([CH3:13])[C@H:9]([O:8][Si:1]([C:4]([CH3:7])([CH3:6])[CH3:5])([CH3:3])[CH3:2])[C@@H:14]([CH3:27])[CH2:15][C@@H:16]([CH3:17])[CH2:18][O:19][Si:20]([C:23]([CH3:24])([CH3:25])[CH3:26])([CH3:22])[CH3:21])[C@H:49]([CH3:73])/[CH:50]=[CH:51]/[CH2:52][O:53][C:54]([C:67]1[CH:72]=[CH:71][CH:70]=[CH:69][CH:68]=1)([C:61]1[CH:66]=[CH:65][CH:64]=[CH:63][CH:62]=1)[C:55]1[CH:56]=[CH:57][CH:58]=[CH:59][CH:60]=1)([C:36]([CH3:39])([CH3:37])[CH3:38])([CH3:35])[CH3:34], predict the reactants needed to synthesize it. The reactants are: [Si:1]([O:8][C@H:9]([C@@H:14]([CH3:27])[CH2:15][C@H:16]([CH2:18][O:19][Si:20]([C:23]([CH3:26])([CH3:25])[CH3:24])([CH3:22])[CH3:21])[CH3:17])[C@@H:10]([CH3:13])[C:11]#[CH:12])([C:4]([CH3:7])([CH3:6])[CH3:5])([CH3:3])[CH3:2].[Li]CCCC.[Si:33]([O:40][C@H:41]([C@H:49]([CH3:73])/[CH:50]=[CH:51]/[CH2:52][O:53][C:54]([C:67]1[CH:72]=[CH:71][CH:70]=[CH:69][CH:68]=1)([C:61]1[CH:66]=[CH:65][CH:64]=[CH:63][CH:62]=1)[C:55]1[CH:60]=[CH:59][CH:58]=[CH:57][CH:56]=1)[CH2:42][C:43](N(OC)C)=[O:44])([C:36]([CH3:39])([CH3:38])[CH3:37])([CH3:35])[CH3:34]. (4) Given the product [C:23]([O:22][C:20]([N:1]1[C:2]2[C:32](=[CH:6][CH:5]=[CH:4][CH:3]=2)[C:30](=[O:31])[CH2:33][CH:10]1[CH3:9])=[O:21])([CH3:24])([CH3:25])[CH3:26], predict the reactants needed to synthesize it. The reactants are: [NH:1]1[C:10]2[C:5](=[CH:6]C=C[CH:9]=2)[CH:4]=[CH:3][C:2]1=O.[C:20](O[C:20]([O:22][C:23]([CH3:26])([CH3:25])[CH3:24])=[O:21])([O:22][C:23]([CH3:26])([CH3:25])[CH3:24])=[O:21].CCO[C:30]([CH3:32])=[O:31].[CH3:33]CCCCC. (5) Given the product [CH3:3][N:4]1[CH2:9][CH2:8][CH2:7][C:6]([NH:11][C:16](=[O:17])[C:15]2[C:19]([S:27][CH3:28])=[CH:20][C:21]([C:23]([F:26])([F:24])[F:25])=[CH:22][C:14]=2[O:13][CH3:12])([CH3:10])[CH2:5]1, predict the reactants needed to synthesize it. The reactants are: Cl.Cl.[CH3:3][N:4]1[CH2:9][CH2:8][CH2:7][C:6]([NH2:11])([CH3:10])[CH2:5]1.[CH3:12][O:13][C:14]1[CH:22]=[C:21]([C:23]([F:26])([F:25])[F:24])[CH:20]=[C:19]([S:27][CH3:28])[C:15]=1[C:16](Cl)=[O:17]. (6) The reactants are: [F:1][C:2]1[CH:7]=[CH:6][CH:5]=[C:4]([F:8])[C:3]=1[NH:9][C:10]([C:12]1[CH:16]=[CH:15][N:14]([CH2:17][C:18]2[CH:23]=[CH:22][CH:21]=[CH:20][C:19]=2[O:24][CH2:25][C:26]2[CH:31]=[CH:30][CH:29]=[C:28](I)[CH:27]=2)[N:13]=1)=[O:11].C(=O)([O-])[O-].[Cs+].[Cs+].C1C2[C@@H]3[CH:53](CO)[CH:54]([CH2:55][OH:56])[C@H](C4C3=CC=CC=4)C=2C=CC=1.C(O)CC. Given the product [F:1][C:2]1[CH:7]=[CH:6][CH:5]=[C:4]([F:8])[C:3]=1[NH:9][C:10]([C:12]1[CH:16]=[CH:15][N:14]([CH2:17][C:18]2[CH:23]=[CH:22][CH:21]=[CH:20][C:19]=2[O:24][CH2:25][C:26]2[CH:31]=[CH:30][CH:29]=[C:28]([O:56][CH2:55][CH2:54][CH3:53])[CH:27]=2)[N:13]=1)=[O:11], predict the reactants needed to synthesize it. (7) The reactants are: [F:1][C:2]1[CH:7]=[CH:6][C:5]([C:8]2[O:9][CH:10]=[C:11]([CH:13]([O:16][CH3:17])[CH2:14][NH2:15])[N:12]=2)=[CH:4][CH:3]=1.[F:18][C:19]([F:35])([F:34])[C:20]1[O:24][N:23]=[C:22]([C:25]2[CH:26]=[C:27]([CH:31]=[CH:32][CH:33]=2)[C:28](O)=[O:29])[N:21]=1. Given the product [F:1][C:2]1[CH:3]=[CH:4][C:5]([C:8]2[O:9][CH:10]=[C:11]([CH:13]([O:16][CH3:17])[CH2:14][NH:15][C:28](=[O:29])[C:27]3[CH:31]=[CH:32][CH:33]=[C:25]([C:22]4[N:21]=[C:20]([C:19]([F:35])([F:34])[F:18])[O:24][N:23]=4)[CH:26]=3)[N:12]=2)=[CH:6][CH:7]=1, predict the reactants needed to synthesize it. (8) Given the product [Cl:1][C:2]1[CH:9]=[C:8]([N:10]([CH2:24][C:23]2[CH:26]=[CH:27][C:20]([F:19])=[CH:21][C:22]=2[C:28]([F:30])([F:29])[F:31])[C@H:11]2[CH2:15][CH2:14][N:13]([CH3:16])[CH2:12]2)[CH:7]=[CH:6][C:3]=1[C:4]#[N:5], predict the reactants needed to synthesize it. The reactants are: [Cl:1][C:2]1[CH:9]=[C:8]([NH:10][C@H:11]2[CH2:15][CH2:14][N:13]([CH3:16])[CH2:12]2)[CH:7]=[CH:6][C:3]=1[C:4]#[N:5].[H-].[Na+].[F:19][C:20]1[CH:27]=[CH:26][C:23]([CH2:24]Br)=[C:22]([C:28]([F:31])([F:30])[F:29])[CH:21]=1.